This data is from Catalyst prediction with 721,799 reactions and 888 catalyst types from USPTO. The task is: Predict which catalyst facilitates the given reaction. (1) Reactant: [OH:1][CH2:2][C@H:3]1[CH2:7][CH2:6][CH2:5][N:4]1[CH2:8][CH2:9][C:10]1[NH:11][C:12](=[O:21])[C:13]2[C:18]([CH:19]=1)=[C:17]([CH3:20])[CH:16]=[CH:15][CH:14]=2.C(O)C.[CH3:25][S:26]([OH:29])(=[O:28])=[O:27]. Product: [S:26]([OH:29])(=[O:28])(=[O:27])[CH3:25].[OH:1][CH2:2][C@H:3]1[CH2:7][CH2:6][CH2:5][N:4]1[CH2:8][CH2:9][C:10]1[NH:11][C:12](=[O:21])[C:13]2[C:18]([CH:19]=1)=[C:17]([CH3:20])[CH:16]=[CH:15][CH:14]=2. The catalyst class is: 8. (2) Reactant: C([O:5][C:6](=[O:35])[C:7]([S:10][C:11]1[S:12][CH:13]=[C:14]([CH2:16][CH2:17][N:18]([CH2:27][C:28]2[CH:33]=[CH:32][CH:31]=[C:30]([Br:34])[CH:29]=2)[C:19]2[N:24]=[CH:23][C:22]([CH2:25][CH3:26])=[CH:21][N:20]=2)[N:15]=1)([CH3:9])[CH3:8])(C)(C)C.FC(F)(F)C(O)=O. Product: [Br:34][C:30]1[CH:29]=[C:28]([CH:33]=[CH:32][CH:31]=1)[CH2:27][N:18]([C:19]1[N:20]=[CH:21][C:22]([CH2:25][CH3:26])=[CH:23][N:24]=1)[CH2:17][CH2:16][C:14]1[N:15]=[C:11]([S:10][C:7]([CH3:9])([CH3:8])[C:6]([OH:35])=[O:5])[S:12][CH:13]=1. The catalyst class is: 4. (3) Reactant: [Br:1][C:2]1[C:3]([CH3:14])=[C:4]([CH:8]([OH:13])[CH2:9][CH2:10][CH2:11][CH3:12])[CH:5]=[CH:6][CH:7]=1.O[C:16]1[CH:28]=[CH:27][C:19]([O:20][CH2:21][C:22]([O:24][CH2:25][CH3:26])=[O:23])=[C:18]([CH3:29])[CH:17]=1.C1CCN(C(N=NC(N2CCCCC2)=O)=O)CC1.C(P(CCCC)CCCC)CCC. Product: [Br:1][C:2]1[C:3]([CH3:14])=[C:4]([CH:8]([O:13][C:16]2[CH:28]=[CH:27][C:19]([O:20][CH2:21][C:22]([O:24][CH2:25][CH3:26])=[O:23])=[C:18]([CH3:29])[CH:17]=2)[CH2:9][CH2:10][CH2:11][CH3:12])[CH:5]=[CH:6][CH:7]=1. The catalyst class is: 1.